Dataset: Reaction yield outcomes from USPTO patents with 853,638 reactions. Task: Predict the reaction yield, written as a fraction of the theoretical maximum amount of product (1.0 means a 100% yield; for example, 0.34 means a 34% yield). The catalyst is CC(N(C)C)=O. The product is [CH:1]1([N:7]2[C:12]([OH:13])=[C:11]([C:14]([NH:16][CH2:17][C:18]([OH:20])=[O:19])=[O:15])[C:10](=[O:23])[N:9]([CH2:38][C:37]3[CH:40]=[CH:41][C:34]([CH:31]([CH3:33])[CH3:32])=[CH:35][CH:36]=3)[C:8]2=[O:24])[CH2:6][CH2:5][CH2:4][CH2:3][CH2:2]1. The reactants are [CH:1]1([N:7]2[C:12]([OH:13])=[C:11]([C:14]([NH:16][CH2:17][C:18]([O:20]CC)=[O:19])=[O:15])[C:10](=[O:23])[NH:9][C:8]2=[O:24])[CH2:6][CH2:5][CH2:4][CH2:3][CH2:2]1.C(=O)([O-])[O-].[K+].[K+].[CH:31]([C:34]1[CH:41]=[CH:40][C:37]([CH2:38]Cl)=[CH:36][CH:35]=1)([CH3:33])[CH3:32].Cl. The yield is 0.360.